Task: Regression. Given two drug SMILES strings and cell line genomic features, predict the synergy score measuring deviation from expected non-interaction effect.. Dataset: NCI-60 drug combinations with 297,098 pairs across 59 cell lines Drug 1: CC1C(C(CC(O1)OC2CC(CC3=C2C(=C4C(=C3O)C(=O)C5=C(C4=O)C(=CC=C5)OC)O)(C(=O)C)O)N)O.Cl. Drug 2: C1CN(CCN1C(=O)CCBr)C(=O)CCBr. Cell line: NCI-H460. Synergy scores: CSS=46.8, Synergy_ZIP=2.05, Synergy_Bliss=3.27, Synergy_Loewe=-0.769, Synergy_HSA=4.69.